Dataset: Catalyst prediction with 721,799 reactions and 888 catalyst types from USPTO. Task: Predict which catalyst facilitates the given reaction. (1) Reactant: Br[C:2]1[CH:3]=[C:4]2[C:9](=[CH:10][CH:11]=1)[N:8]=[CH:7][CH:6]=[C:5]2[C:12]1[CH:17]=[CH:16][N:15]=[CH:14][CH:13]=1.[B:18]1([B:18]2[O:22][C:21]([CH3:24])([CH3:23])[C:20]([CH3:26])([CH3:25])[O:19]2)[O:22][C:21]([CH3:24])([CH3:23])[C:20]([CH3:26])([CH3:25])[O:19]1.C([O-])(=O)C.[K+]. Product: [N:15]1[CH:16]=[CH:17][C:12]([C:5]2[C:4]3[C:9](=[CH:10][CH:11]=[C:2]([B:18]4[O:22][C:21]([CH3:24])([CH3:23])[C:20]([CH3:26])([CH3:25])[O:19]4)[CH:3]=3)[N:8]=[CH:7][CH:6]=2)=[CH:13][CH:14]=1. The catalyst class is: 12. (2) Reactant: Cl[C:2]1[N:7]=[C:6]([O:8][C:9]2[C:14]([CH3:15])=[CH:13][C:12]([CH3:16])=[CH:11][C:10]=2[CH3:17])[C:5]([C:18]([O:20][CH3:21])=[O:19])=[CH:4][CH:3]=1.[C:22]([NH2:26])([CH3:25])([CH3:24])[CH3:23]. Product: [C:22]([NH:26][C:2]1[N:7]=[C:6]([O:8][C:9]2[C:14]([CH3:15])=[CH:13][C:12]([CH3:16])=[CH:11][C:10]=2[CH3:17])[C:5]([C:18]([O:20][CH3:21])=[O:19])=[CH:4][CH:3]=1)([CH3:25])([CH3:24])[CH3:23]. The catalyst class is: 44. (3) Reactant: [C:1]([NH:9][C@H:10]1[CH2:14][N:13]([C:15](=[O:25])[CH2:16][NH:17]C(OC(C)(C)C)=O)[C@H:12]([C:26]([OH:28])=[O:27])[CH2:11]1)(=[O:8])[C:2]1[CH:7]=[CH:6][CH:5]=[CH:4][CH:3]=1.[ClH:29].O. Product: [ClH:29].[NH2:17][CH2:16][C:15]([N:13]1[CH2:14][C@H:10]([NH:9][C:1](=[O:8])[C:2]2[CH:3]=[CH:4][CH:5]=[CH:6][CH:7]=2)[CH2:11][C@H:12]1[C:26]([OH:28])=[O:27])=[O:25]. The catalyst class is: 21. (4) Reactant: Br[C:2]1[C:3](=[O:12])[CH2:4][CH2:5][C:6]=1[O:7][CH2:8][CH:9]([CH3:11])[CH3:10].[CH3:13][O:14][C:15]1[CH:20]=[CH:19][C:18](B(O)O)=[CH:17][CH:16]=1.COC1C=CC=C(OC)C=1C1C=CC=CC=1P(C1CCCCC1)C1CCCCC1.[O-]P([O-])([O-])=O.[K+].[K+].[K+]. Product: [CH2:8]([O:7][C:6]1[CH2:5][CH2:4][C:3](=[O:12])[C:2]=1[C:18]1[CH:19]=[CH:20][C:15]([O:14][CH3:13])=[CH:16][CH:17]=1)[CH:9]([CH3:11])[CH3:10]. The catalyst class is: 318. (5) Product: [CH:35]1[C:47]2[CH:46]([CH2:48][O:49][C:50](=[O:93])[NH:51][CH2:52][CH2:53][O:54][CH2:55][CH2:56][O:57][CH2:58][CH2:59][O:60][CH2:61][CH2:62][O:63][CH2:64][CH2:65][O:66][CH2:67][CH2:68][O:69][CH2:70][CH2:71][O:72][CH2:73][CH2:74][O:75][CH2:76][CH2:77][O:78][CH2:79][CH2:80][O:81][CH2:82][CH2:83][O:84][CH2:85][CH2:86][O:87][CH2:88][CH2:89][C:90]([NH:33][CH2:32][CH2:31][C:26]3([C:24]([NH:23][C@H:4]([C:3]([O:2][CH3:1])=[O:34])[CH2:5][C:6]4[CH:7]=[CH:8][C:9]([NH:12][C:13](=[O:22])[C:14]5[C:15]([Cl:21])=[CH:16][CH:17]=[CH:18][C:19]=5[Cl:20])=[CH:10][CH:11]=4)=[O:25])[CH2:27][CH2:28][CH2:29][CH2:30]3)=[O:91])[C:45]3[C:40](=[CH:41][CH:42]=[CH:43][CH:44]=3)[C:39]=2[CH:38]=[CH:37][CH:36]=1. The catalyst class is: 3. Reactant: [CH3:1][O:2][C:3](=[O:34])[C@@H:4]([NH:23][C:24]([C:26]1([CH2:31][CH2:32][NH2:33])[CH2:30][CH2:29][CH2:28][CH2:27]1)=[O:25])[CH2:5][C:6]1[CH:11]=[CH:10][C:9]([NH:12][C:13](=[O:22])[C:14]2[C:19]([Cl:20])=[CH:18][CH:17]=[CH:16][C:15]=2[Cl:21])=[CH:8][CH:7]=1.[CH:35]1[C:47]2[CH:46]([CH2:48][O:49][C:50](=[O:93])[NH:51][CH2:52][CH2:53][O:54][CH2:55][CH2:56][O:57][CH2:58][CH2:59][O:60][CH2:61][CH2:62][O:63][CH2:64][CH2:65][O:66][CH2:67][CH2:68][O:69][CH2:70][CH2:71][O:72][CH2:73][CH2:74][O:75][CH2:76][CH2:77][O:78][CH2:79][CH2:80][O:81][CH2:82][CH2:83][O:84][CH2:85][CH2:86][O:87][CH2:88][CH2:89][C:90](O)=[O:91])[C:45]3[C:40](=[CH:41][CH:42]=[CH:43][CH:44]=3)[C:39]=2[CH:38]=[CH:37][CH:36]=1.CN(C(ON1N=NC2C=CC=CC1=2)=[N+](C)C)C.F[P-](F)(F)(F)(F)F.ON1C2C=CC=CC=2N=N1.CCN(C(C)C)C(C)C.